Dataset: Full USPTO retrosynthesis dataset with 1.9M reactions from patents (1976-2016). Task: Predict the reactants needed to synthesize the given product. (1) Given the product [CH3:26][S:27][C:28]1[CH:33]=[CH:32][C:31]([C:2]2[CH:3]=[C:4]3[CH2:25][C:9]4([CH2:24][C:11]5([CH2:16][CH2:15][N:14]([C:17]([O:19][C:20]([CH3:23])([CH3:22])[CH3:21])=[O:18])[CH2:13][CH2:12]5)[CH2:10]4)[O:8][C:5]3=[CH:6][N:7]=2)=[CH:30][CH:29]=1, predict the reactants needed to synthesize it. The reactants are: Cl[C:2]1[CH:3]=[C:4]2[CH2:25][C:9]3([CH2:24][C:11]4([CH2:16][CH2:15][N:14]([C:17]([O:19][C:20]([CH3:23])([CH3:22])[CH3:21])=[O:18])[CH2:13][CH2:12]4)[CH2:10]3)[O:8][C:5]2=[CH:6][N:7]=1.[CH3:26][S:27][C:28]1[CH:33]=[CH:32][C:31](B(O)O)=[CH:30][CH:29]=1. (2) The reactants are: [F:1][C:2]1[CH:7]=[CH:6][C:5]([N:8]2[C:16]3[C:11](=[CH:12][C:13]([O:17][C@H:18]([C:22]4[CH:27]=[CH:26][CH:25]=[C:24]([O:28][CH3:29])[CH:23]=4)[C@@H:19]([NH2:21])[CH3:20])=[CH:14][CH:15]=3)[CH:10]=[N:9]2)=[CH:4][CH:3]=1.[CH3:30][S:31]([C:34]1[S:38][C:37]([C:39](O)=[O:40])=[CH:36][CH:35]=1)(=[O:33])=[O:32]. Given the product [F:1][C:2]1[CH:3]=[CH:4][C:5]([N:8]2[C:16]3[C:11](=[CH:12][C:13]([O:17][C@H:18]([C:22]4[CH:27]=[CH:26][CH:25]=[C:24]([O:28][CH3:29])[CH:23]=4)[C@@H:19]([NH:21][C:39]([C:37]4[S:38][C:34]([S:31]([CH3:30])(=[O:33])=[O:32])=[CH:35][CH:36]=4)=[O:40])[CH3:20])=[CH:14][CH:15]=3)[CH:10]=[N:9]2)=[CH:6][CH:7]=1, predict the reactants needed to synthesize it. (3) Given the product [OH:21][CH2:20][C@H:19]([N:18]1[C:3]2=[N:4][C:5]([C:8]3[CH:17]=[CH:16][CH:15]=[C:14]4[C:9]=3[CH:10]=[CH:11][CH:12]=[N:13]4)=[CH:6][N:7]=[C:2]2[NH:1][C:38]1=[O:39])[C:22]1[CH:27]=[CH:26][CH:25]=[CH:24][CH:23]=1, predict the reactants needed to synthesize it. The reactants are: [NH2:1][C:2]1[C:3]([NH:18][C@H:19]([C:22]2[CH:27]=[CH:26][CH:25]=[CH:24][CH:23]=2)[CH2:20][OH:21])=[N:4][C:5]([C:8]2[CH:17]=[CH:16][CH:15]=[C:14]3[C:9]=2[CH:10]=[CH:11][CH:12]=[N:13]3)=[CH:6][N:7]=1.NC1C(N[C@H](C2C=CC=CC=2)[CH2:38][OH:39])=NC(Br)=CN=1.N1C2C=CC=C(B(O)O)C=2C=CC=1.C(=O)([O-])[O-].[K+].[K+]. (4) The reactants are: N1C=CC=CC=1.[F:7][C:8]1[CH:13]=[CH:12][C:11]([C:14](=[O:32])[CH2:15][NH:16][C:17]([CH:19]2[CH2:24][CH2:23][CH2:22][N:21]([C:25]([O:27][C:28]([CH3:31])([CH3:30])[CH3:29])=[O:26])[CH2:20]2)=O)=[CH:10][CH:9]=1.FC(F)(F)S(OS(C(F)(F)F)(=O)=O)(=O)=O. Given the product [F:7][C:8]1[CH:13]=[CH:12][C:11]([C:14]2[O:32][C:17]([CH:19]3[CH2:24][CH2:23][CH2:22][N:21]([C:25]([O:27][C:28]([CH3:29])([CH3:30])[CH3:31])=[O:26])[CH2:20]3)=[N:16][CH:15]=2)=[CH:10][CH:9]=1, predict the reactants needed to synthesize it.